This data is from Reaction yield outcomes from USPTO patents with 853,638 reactions. The task is: Predict the reaction yield, written as a fraction of the theoretical maximum amount of product (1.0 means a 100% yield; for example, 0.34 means a 34% yield). (1) The reactants are CN(C(ON1N=NC2C=CC=NC1=2)=[N+](C)C)C.F[P-](F)(F)(F)(F)F.[F:25][C:26]1[CH:27]=[C:28]([NH:37][C:38]([C@@H:40]2[NH:49][CH2:48][CH2:47][C:46]3[N:45]=[C:44]([O:50][CH3:51])[CH:43]=[CH:42][C:41]2=3)=[O:39])[CH:29]=[C:30]([F:36])[C:31]=1[Si:32]([CH3:35])([CH3:34])[CH3:33].[C:52]([O:56][C:57](=[O:66])[CH2:58][C@@H:59]1[CH2:62][C@H:61]([C:63](O)=[O:64])[CH2:60]1)([CH3:55])([CH3:54])[CH3:53].CCN(C(C)C)C(C)C. The catalyst is CN(C=O)C.O. The product is [F:36][C:30]1[CH:29]=[C:28]([NH:37][C:38]([C@@H:40]2[N:49]([C:63]([C@@H:61]3[CH2:60][C@H:59]([CH2:58][C:57]([O:56][C:52]([CH3:55])([CH3:54])[CH3:53])=[O:66])[CH2:62]3)=[O:64])[CH2:48][CH2:47][C:46]3[N:45]=[C:44]([O:50][CH3:51])[CH:43]=[CH:42][C:41]2=3)=[O:39])[CH:27]=[C:26]([F:25])[C:31]=1[Si:32]([CH3:35])([CH3:34])[CH3:33]. The yield is 0.666. (2) The reactants are Br[C:2]1[CH:3]=[CH:4][C:5]([O:8][CH:9]2[CH2:14][CH2:13][CH:12]([C:15]([O:17][CH2:18][CH3:19])=[O:16])[CH2:11][CH2:10]2)=[N:6][CH:7]=1.[B:20]1([B:20]2[O:24][C:23]([CH3:26])([CH3:25])[C:22]([CH3:28])([CH3:27])[O:21]2)[O:24][C:23]([CH3:26])([CH3:25])[C:22]([CH3:28])([CH3:27])[O:21]1.CC([O-])=O.[K+]. The catalyst is O1CCOCC1.C1C=CC(P(C2C=CC=CC=2)[C-]2C=CC=C2)=CC=1.C1C=CC(P(C2C=CC=CC=2)[C-]2C=CC=C2)=CC=1.Cl[Pd]Cl.[Fe+2]. The product is [CH3:27][C:22]1([CH3:28])[C:23]([CH3:26])([CH3:25])[O:24][B:20]([C:2]2[CH:3]=[CH:4][C:5]([O:8][CH:9]3[CH2:14][CH2:13][CH:12]([C:15]([O:17][CH2:18][CH3:19])=[O:16])[CH2:11][CH2:10]3)=[N:6][CH:7]=2)[O:21]1. The yield is 0.890.